From a dataset of Reaction yield outcomes from USPTO patents with 853,638 reactions. Predict the reaction yield, written as a fraction of the theoretical maximum amount of product (1.0 means a 100% yield; for example, 0.34 means a 34% yield). (1) The reactants are [CH:1]([CH:4]1[S:9][CH2:8][CH2:7][CH2:6][S:5]1)([CH3:3])[CH3:2].C([Li])CCC.[CH:15](=[O:19])[CH2:16][CH2:17][CH3:18]. The catalyst is O1CCCC1. The product is [CH:1]([C:4]1([CH:15]([OH:19])[CH2:16][CH2:17][CH3:18])[S:9][CH2:8][CH2:7][CH2:6][S:5]1)([CH3:3])[CH3:2]. The yield is 0.850. (2) The reactants are [C:1]1([C:7]2[NH:11][C:10]([C:12]3[CH:13]=[CH:14][CH:15]=[C:16]4[C:21]=3[CH:20]=[C:19]([OH:22])[CH:18]=[CH:17]4)=[C:9]([C:23]3[CH:28]=[CH:27][N:26]=[CH:25][CH:24]=3)[N:8]=2)[CH:6]=[CH:5][CH:4]=[CH:3][CH:2]=1.[C:29]1([N:35]=[C:36]=[O:37])[CH:34]=[CH:33][CH:32]=[CH:31][CH:30]=1.C(N(CC)CC)C. The catalyst is CN(C)C=O. The product is [C:1]1([C:7]2[NH:11][C:10]([C:12]3[CH:13]=[CH:14][CH:15]=[C:16]4[C:21]=3[CH:20]=[C:19]([O:22][C:36](=[O:37])[NH:35][C:29]3[CH:34]=[CH:33][CH:32]=[CH:31][CH:30]=3)[CH:18]=[CH:17]4)=[C:9]([C:23]3[CH:24]=[CH:25][N:26]=[CH:27][CH:28]=3)[N:8]=2)[CH:2]=[CH:3][CH:4]=[CH:5][CH:6]=1. The yield is 0.410. (3) The reactants are [F:1][C:2]1([F:29])[CH2:7][CH2:6][N:5]([C:8]([C:10]2[NH:11][C:12]3[C:17]([CH:18]=2)=[CH:16][C:15]([C:19]([N:21]2[CH2:25][CH2:24][CH:23]([N:26]([CH3:28])[CH3:27])[CH2:22]2)=[O:20])=[CH:14][CH:13]=3)=[O:9])[CH2:4][CH2:3]1.[F:30][C:31]([F:42])([F:41])[C:32]1[CH:33]=[C:34](B(O)O)[CH:35]=[CH:36][CH:37]=1.N1C=CC=CC=1. The catalyst is ClCCl.C([O-])(=O)C.[Cu+2].C([O-])(=O)C. The product is [F:29][C:2]1([F:1])[CH2:7][CH2:6][N:5]([C:8]([C:10]2[N:11]([C:36]3[CH:35]=[CH:34][CH:33]=[C:32]([C:31]([F:42])([F:41])[F:30])[CH:37]=3)[C:12]3[C:17]([CH:18]=2)=[CH:16][C:15]([C:19]([N:21]2[CH2:25][CH2:24][CH:23]([N:26]([CH3:27])[CH3:28])[CH2:22]2)=[O:20])=[CH:14][CH:13]=3)=[O:9])[CH2:4][CH2:3]1. The yield is 0.600. (4) The reactants are [F:1][C:2]([F:18])([F:17])[C:3]1[O:7][N:6]=[C:5]([C:8]2[S:12][C:11]([C:13]([OH:15])=O)=[CH:10][CH:9]=2)[C:4]=1[CH3:16].[ClH:19].Cl.Cl.[CH3:22][N:23]1[CH2:28][CH2:27][N:26]([CH:29]2[CH2:34][CH2:33][CH2:32][NH:31][CH2:30]2)[CH2:25][CH2:24]1.N1CCCCC1. The catalyst is C(N(CC)CC)C.C1COCC1. The product is [ClH:19].[CH3:22][N:23]1[CH2:28][CH2:27][N:26]([CH:29]2[CH2:34][CH2:33][CH2:32][N:31]([C:13]([C:11]3[S:12][C:8]([C:5]4[C:4]([CH3:16])=[C:3]([C:2]([F:1])([F:18])[F:17])[O:7][N:6]=4)=[CH:9][CH:10]=3)=[O:15])[CH2:30]2)[CH2:25][CH2:24]1. The yield is 0.530.